This data is from NCI-60 drug combinations with 297,098 pairs across 59 cell lines. The task is: Regression. Given two drug SMILES strings and cell line genomic features, predict the synergy score measuring deviation from expected non-interaction effect. (1) Drug 1: CNC(=O)C1=NC=CC(=C1)OC2=CC=C(C=C2)NC(=O)NC3=CC(=C(C=C3)Cl)C(F)(F)F. Drug 2: CCC1(CC2CC(C3=C(CCN(C2)C1)C4=CC=CC=C4N3)(C5=C(C=C6C(=C5)C78CCN9C7C(C=CC9)(C(C(C8N6C)(C(=O)OC)O)OC(=O)C)CC)OC)C(=O)OC)O.OS(=O)(=O)O. Cell line: PC-3. Synergy scores: CSS=3.66, Synergy_ZIP=-0.622, Synergy_Bliss=2.52, Synergy_Loewe=2.42, Synergy_HSA=2.54. (2) Drug 1: CCCS(=O)(=O)NC1=C(C(=C(C=C1)F)C(=O)C2=CNC3=C2C=C(C=N3)C4=CC=C(C=C4)Cl)F. Drug 2: CC1=C(C=C(C=C1)NC(=O)C2=CC=C(C=C2)CN3CCN(CC3)C)NC4=NC=CC(=N4)C5=CN=CC=C5. Cell line: M14. Synergy scores: CSS=44.9, Synergy_ZIP=6.72, Synergy_Bliss=4.72, Synergy_Loewe=-19.6, Synergy_HSA=2.31. (3) Drug 1: CCC1=C2CN3C(=CC4=C(C3=O)COC(=O)C4(CC)O)C2=NC5=C1C=C(C=C5)O. Drug 2: B(C(CC(C)C)NC(=O)C(CC1=CC=CC=C1)NC(=O)C2=NC=CN=C2)(O)O. Cell line: HT29. Synergy scores: CSS=70.0, Synergy_ZIP=-1.46, Synergy_Bliss=-1.74, Synergy_Loewe=-3.82, Synergy_HSA=-1.40. (4) Drug 1: CN(C)C1=NC(=NC(=N1)N(C)C)N(C)C. Drug 2: CC12CCC3C(C1CCC2O)C(CC4=C3C=CC(=C4)O)CCCCCCCCCS(=O)CCCC(C(F)(F)F)(F)F. Cell line: 786-0. Synergy scores: CSS=-1.04, Synergy_ZIP=1.48, Synergy_Bliss=-1.48, Synergy_Loewe=-4.68, Synergy_HSA=-4.50. (5) Drug 1: C1=C(C(=O)NC(=O)N1)N(CCCl)CCCl. Drug 2: C1CN(CCN1C(=O)CCBr)C(=O)CCBr. Cell line: RPMI-8226. Synergy scores: CSS=49.4, Synergy_ZIP=8.38, Synergy_Bliss=10.2, Synergy_Loewe=0.554, Synergy_HSA=8.60. (6) Drug 1: C1=CN(C(=O)N=C1N)C2C(C(C(O2)CO)O)O.Cl. Drug 2: CC1CCC2CC(C(=CC=CC=CC(CC(C(=O)C(C(C(=CC(C(=O)CC(OC(=O)C3CCCCN3C(=O)C(=O)C1(O2)O)C(C)CC4CCC(C(C4)OC)OCCO)C)C)O)OC)C)C)C)OC. Cell line: CAKI-1. Synergy scores: CSS=32.8, Synergy_ZIP=1.71, Synergy_Bliss=1.99, Synergy_Loewe=-7.12, Synergy_HSA=1.87.